Dataset: PAMPA (Parallel Artificial Membrane Permeability Assay) permeability data from NCATS. Task: Regression/Classification. Given a drug SMILES string, predict its absorption, distribution, metabolism, or excretion properties. Task type varies by dataset: regression for continuous measurements (e.g., permeability, clearance, half-life) or binary classification for categorical outcomes (e.g., BBB penetration, CYP inhibition). Dataset: pampa_ncats. (1) The drug is C1=CC=C(C=C1)CNC2=C(N=C(O2)C3=CC=CC4=CC=CC=C43)C#N. The result is 1 (high permeability). (2) The compound is C1=CC(=C(C(=C1)F)O)CNC2=CC=C(C=C2)S(=O)(=O)NC3=NC=CS3. The result is 0 (low-to-moderate permeability). (3) The compound is C1=CC=C(C(=C1)CNC2=CC=C(C=C2)O)OCC3=CC=CC=C3Cl. The result is 1 (high permeability). (4) The molecule is CNC1=NC=C(O1)C2=CC=CC3=CC=CC=C32. The result is 1 (high permeability). (5) The result is 1 (high permeability). The compound is C1CC(C1)C(=O)N2CCN(CC2)C/C=C/C3=CC=CC=C3.